This data is from Reaction yield outcomes from USPTO patents with 853,638 reactions. The task is: Predict the reaction yield, written as a fraction of the theoretical maximum amount of product (1.0 means a 100% yield; for example, 0.34 means a 34% yield). The reactants are [CH3:1][S:2]([C:5]1[CH:6]=[CH:7][C:8]([O:11][C:12]2[CH:13]=[C:14]3[C:18](=[C:19]([O:21][CH:22]4[CH2:27][CH2:26][O:25][CH2:24][CH2:23]4)[CH:20]=2)[NH:17][C:16]([C:28]([O:30]CC)=[O:29])=[CH:15]3)=[N:9][CH:10]=1)(=[O:4])=[O:3].[OH-].[Na+].O1CCCC1. The catalyst is C(O)C. The product is [CH3:1][S:2]([C:5]1[CH:6]=[CH:7][C:8]([O:11][C:12]2[CH:13]=[C:14]3[C:18](=[C:19]([O:21][CH:22]4[CH2:23][CH2:24][O:25][CH2:26][CH2:27]4)[CH:20]=2)[NH:17][C:16]([C:28]([OH:30])=[O:29])=[CH:15]3)=[N:9][CH:10]=1)(=[O:4])=[O:3]. The yield is 1.00.